Dataset: Full USPTO retrosynthesis dataset with 1.9M reactions from patents (1976-2016). Task: Predict the reactants needed to synthesize the given product. Given the product [C:1]([C:3]1[CH:31]=[CH:30][C:6]([CH2:7][C@@:8]2([CH3:29])[N:12]3[C:13]([S:16]([NH:12][C@@H:8]([CH3:7])[C:9]([NH:10][CH2:37][CH2:35][OH:36])=[O:28])(=[O:18])=[O:17])=[CH:14][N:15]=[C:11]3[N:10]([C:20]3[CH:25]=[C:24]([Cl:26])[CH:23]=[C:22]([Cl:27])[CH:21]=3)[C:9]2=[O:28])=[CH:5][CH:4]=1)#[N:2], predict the reactants needed to synthesize it. The reactants are: [C:1]([C:3]1[CH:31]=[CH:30][C:6]([CH2:7][C@@:8]2([CH3:29])[N:12]3[C:13]([S:16](Cl)(=[O:18])=[O:17])=[CH:14][N:15]=[C:11]3[N:10]([C:20]3[CH:25]=[C:24]([Cl:26])[CH:23]=[C:22]([Cl:27])[CH:21]=3)[C:9]2=[O:28])=[CH:5][CH:4]=1)#[N:2].CCO[C:35]([CH3:37])=[O:36].